From a dataset of Full USPTO retrosynthesis dataset with 1.9M reactions from patents (1976-2016). Predict the reactants needed to synthesize the given product. (1) The reactants are: [CH:1]1([C:4]2[NH:5][C:6]([NH2:9])=[N:7][N:8]=2)[CH2:3][CH2:2]1.Cl[C:11]1[C:20]2=[N:21][N:22](CC3C=CC(OC)=CC=3)[CH:23]=[C:19]2[C:18]2[CH:17]=[C:16]([O:33][CH3:34])[CH:15]=[CH:14][C:13]=2[N:12]=1. Given the product [CH:1]1([C:4]2[NH:5][C:6]([NH:9][C:11]3[C:20]4=[N:21][NH:22][CH:23]=[C:19]4[C:18]4[CH:17]=[C:16]([O:33][CH3:34])[CH:15]=[CH:14][C:13]=4[N:12]=3)=[N:7][N:8]=2)[CH2:3][CH2:2]1, predict the reactants needed to synthesize it. (2) Given the product [Br:1][C:2]1[CH:11]=[C:10]2[C:5]([C:6]([CH2:16][OH:17])=[CH:7][C:8](=[O:15])[N:9]2[CH:12]2[CH2:14][CH2:13]2)=[CH:4][CH:3]=1, predict the reactants needed to synthesize it. The reactants are: [Br:1][C:2]1[CH:11]=[C:10]2[C:5]([C:6]([CH:16]=[O:17])=[CH:7][C:8](=[O:15])[N:9]2[CH:12]2[CH2:14][CH2:13]2)=[CH:4][CH:3]=1.[BH4-].[Na+]. (3) The reactants are: [OH:1][CH2:2][C:3]1([CH2:16][OH:17])[C:15]2[CH:14]=[CH:13][CH:12]=[CH:11][C:10]=2[C:9]2[C:4]1=[CH:5][CH:6]=[CH:7][CH:8]=2.N1C=CC=CC=1.[C:24](Cl)(=[O:31])[C:25]1[CH:30]=[CH:29][CH:28]=[CH:27][CH:26]=1.[C:33](Cl)(=[O:36])[CH2:34][CH3:35]. Given the product [C:24]([O:1][CH2:2][C:3]1([CH2:16][O:17][C:33](=[O:36])[CH2:34][CH3:35])[C:15]2[CH:14]=[CH:13][CH:12]=[CH:11][C:10]=2[C:9]2[C:4]1=[CH:5][CH:6]=[CH:7][CH:8]=2)(=[O:31])[C:25]1[CH:30]=[CH:29][CH:28]=[CH:27][CH:26]=1, predict the reactants needed to synthesize it. (4) Given the product [C:17]1([C:16](=[N:23][CH2:24][C:25]2([C:31]([NH:33][C:34]3[CH:39]=[CH:38][C:37]([CH3:40])=[CH:36][N:35]=3)=[O:32])[CH2:30][CH2:29][N:28]([C:42]3[C:43]4[CH:50]=[CH:49][NH:48][C:44]=4[N:45]=[CH:46][N:47]=3)[CH2:27][CH2:26]2)[C:10]2[CH:15]=[CH:14][CH:13]=[CH:12][CH:11]=2)[CH:18]=[CH:19][CH:20]=[CH:21][CH:22]=1, predict the reactants needed to synthesize it. The reactants are: C(N(C(C)C)C(C)C)C.[C:10]1([C:16](=[N:23][CH2:24][C:25]2([C:31]([NH:33][C:34]3[CH:39]=[CH:38][C:37]([CH3:40])=[CH:36][N:35]=3)=[O:32])[CH2:30][CH2:29][NH:28][CH2:27][CH2:26]2)[C:17]2[CH:22]=[CH:21][CH:20]=[CH:19][CH:18]=2)[CH:15]=[CH:14][CH:13]=[CH:12][CH:11]=1.Cl[C:42]1[C:43]2[CH:50]=[CH:49][NH:48][C:44]=2[N:45]=[CH:46][N:47]=1. (5) Given the product [CH2:1]([CH:8]1[CH2:20][CH2:19][C:18]2[C:17]3[C:12](=[CH:13][CH:14]=[C:15]([Cl:22])[C:16]=3[Cl:21])[NH:11][C:10]=2[C:9]1=[O:23])[C:2]1[CH:3]=[CH:4][CH:5]=[CH:6][CH:7]=1, predict the reactants needed to synthesize it. The reactants are: [CH:1](=[C:8]1[CH2:20][CH2:19][C:18]2[C:17]3[C:12](=[CH:13][CH:14]=[C:15]([Cl:22])[C:16]=3[Cl:21])[NH:11][C:10]=2[C:9]1=[O:23])[C:2]1[CH:7]=[CH:6][CH:5]=[CH:4][CH:3]=1.